This data is from Catalyst prediction with 721,799 reactions and 888 catalyst types from USPTO. The task is: Predict which catalyst facilitates the given reaction. (1) Reactant: [O:1]1[CH2:6][CH2:5][N:4]([CH2:7][CH2:8][C:9]2[N:10]=[CH:11][C:12]3[CH:17]=[CH:16][S:15][C:13]=3[N:14]=2)[CH2:3][CH2:2]1.[Br:18]Br. Product: [Br:18][C:16]1[S:15][C:13]2[N:14]=[C:9]([CH2:8][CH2:7][N:4]3[CH2:5][CH2:6][O:1][CH2:2][CH2:3]3)[N:10]=[CH:11][C:12]=2[CH:17]=1. The catalyst class is: 2. (2) Reactant: [N+:1]([C:4]1[CH:9]=[CH:8][C:7]([C:10]2[C:18]3[C:13](=[N:14][CH:15]=[N:16][C:17]=3[NH2:19])[NH:12][N:11]=2)=[CH:6][CH:5]=1)([O-:3])=[O:2].C([O-])([O-])=O.[K+].[K+].CS(O[C@H:31]1[CH2:35][CH2:34][O:33][CH2:32]1)(=O)=O. Product: [O:33]1[CH2:34][CH2:35][C@@H:31]([N:12]2[C:13]3=[N:14][CH:15]=[N:16][C:17]([NH2:19])=[C:18]3[C:10]([C:7]3[CH:6]=[CH:5][C:4]([N+:1]([O-:3])=[O:2])=[CH:9][CH:8]=3)=[N:11]2)[CH2:32]1. The catalyst class is: 3. (3) Reactant: [Br:1][C:2]1[CH:7]=[CH:6][C:5]([NH2:8])=[C:4]([N+:9]([O-:11])=[O:10])[CH:3]=1.[C:12]([O:16][C:17](O[C:17]([O:16][C:12]([CH3:15])([CH3:14])[CH3:13])=[O:18])=[O:18])([CH3:15])([CH3:14])[CH3:13].N. Product: [C:12]([O:16][C:17](=[O:18])[NH:8][C:5]1[CH:6]=[CH:7][C:2]([Br:1])=[CH:3][C:4]=1[N+:9]([O-:11])=[O:10])([CH3:15])([CH3:14])[CH3:13]. The catalyst class is: 1. (4) Reactant: Cl[CH2:2][C:3]1[S:7][C:6]([NH:8][C:9](=[O:11])[CH3:10])=[N:5][CH:4]=1.Cl.[F:13][C:14]([F:29])([F:28])[C:15]1[CH:27]=[CH:26][C:18]([CH2:19][CH:20]2[CH2:25][CH2:24][NH:23][CH2:22][CH2:21]2)=[CH:17][CH:16]=1.CCN(C(C)C)C(C)C. Product: [F:29][C:14]([F:13])([F:28])[C:15]1[CH:16]=[CH:17][C:18]([CH2:19][CH:20]2[CH2:25][CH2:24][N:23]([CH2:2][C:3]3[S:7][C:6]([NH:8][C:9](=[O:11])[CH3:10])=[N:5][CH:4]=3)[CH2:22][CH2:21]2)=[CH:26][CH:27]=1. The catalyst class is: 10. (5) Reactant: [C:1]([O:5][C:6]([N:8]1[CH2:12][CH2:11][C@H:10]([OH:13])[CH2:9]1)=[O:7])([CH3:4])([CH3:3])[CH3:2].CCN(CC)CC.[CH3:21][S:22](Cl)(=[O:24])=[O:23]. Product: [C:1]([O:5][C:6]([N:8]1[CH2:12][CH2:11][CH:10]([O:13][S:22]([CH3:21])(=[O:24])=[O:23])[CH2:9]1)=[O:7])([CH3:4])([CH3:2])[CH3:3]. The catalyst class is: 448.